Dataset: Human Reference Interactome with 51,813 positive PPI pairs across 8,248 proteins, plus equal number of experimentally-validated negative pairs. Task: Binary Classification. Given two protein amino acid sequences, predict whether they physically interact or not. (1) Protein 1 (ENSG00000157349) has sequence MATDSWALAVDEQEAAAESLSNLHLKEEKIKPDTNGAVVKTNANAEKTDEEEKEDRAAQSLLNKLIRSNLVDNTNQVEVLQRDPNSPLYSVKSFEELRLKPQLLQGVYAMGFNRPSKIQENALPLMLAEPPQNLIAQSQSGTGKTAAFVLAMLSQVEPANKYPQCLCLSPTYELALQTGKVIEQMGKFYPELKLAYAVRGNKLERGQKISEQIVIGTPGTVLDWCSKLKFIDPKKIKVFVLDEADVMIATQGHQDQSIRIQRMLPRNCQMLLFSATFEDSVWKFAQKVVPDPNVIKLKRE.... Protein 2 (ENSG00000183559) has sequence MIREWKNDCQRIEKQRASDTMVQERKNEKPVRIFNTNSSFQDQAPTCCQEDLSSASPLRIWSKFYRSDPRIALGKYSPLEKEILRLGGIHTIAARRLLAYKQEEECRMLKELQLLSPDYKQAMEYKKKHSSPCAICVPLEKIWTAKVIAPLEAFKMPQREQVNVSKHIERMRLARALGNHQPLPYIERFTRSSFLSGVGLGPMAKNKARRKEDNYDTHNCDDANQDKKEEAEGKNTKRREIKMNVVFKSKEPKKCLTYHGNDRKSFLPAKKPERSIAGLTNRNLFCISEFPGDLMLMNQD.... Result: 0 (the proteins do not interact). (2) Protein 2 (ENSG00000130856) has sequence MGLCGLLERCWLHHDPDGVLTLNAENTNYAYQVPNFHKCEICLLSFPKESQFQRHMRDHERNDKPHRCDQCPQTFNVEFNLTLHKCTHSGEDPTCPVCNKKFSRVASLKAHIMLHEKEENLICSECGDEFTLQSQLAVHMEEHRQELAGTRQHACKACKKEFETSSELKEHMKTHYKIRVSSTRSYNRNIDRSGFTYSCPHCGKTFQKPSQLTRHIRIHTGERPFKCSECGKAFNQKGALQTHMIKHTGEKPHACAFCPAAFSQKGNLQSHVQRVHSEVKNGPTYNCTECSCVFKSLGSL.... Protein 1 (ENSG00000120798) has sequence MATIEEIAHQIIEQQMGEIVTEQQTGQKIQIVTALDHNTQGKQFILTNHDGSTPSKVILARQDSTPGKVFLTTPDAAGVNQLFFTTPDLSAQHLQLLTDNSPDQGPNKVFDLCVVCGDKASGRHYGAVTCEGCKGFFKRSIRKNLVYSCRGSKDCIINKHHRNRCQYCRLQRCIAFGMKQDSVQCERKPIEVSREKSSNCAASTEKIYIRKDLRSPLTATPTFVTDSESTRSTGLLDSGMFMNIHPSGVKTESAVLMTSDKAESCQGDLSTLANVVTSLANLGKTKDLSQNSNEMSMIES.... Result: 0 (the proteins do not interact). (3) Protein 1 (ENSG00000170893) has sequence MPGPWLLLALALTLNLTGVPGGRAQPEAAQQEAVTAAEHPGLDDFLRQVERLLFLRENIQRLQGDQGEHSASQIFQSDWLSKRQHPGKREEEEEEGVEEEEEEEGGAVGPHKRQHPGRREDEASWSVDVTQHKRQHPGRRSPWLAYAVPKRQHPGRRLADPKAQRSWEEEEEEEEREEDLMPEKRQHPGKRALGGPCGPQGAYGQAGLLLGLLDDLSRSQGAEEKRQHPGRRAAWVREPLEE*MPGPWLLLALALTLNLTGVPGGRAQPEAAQQEAVTAAEHPGLDDFLRQVERLLFLRE.... Protein 2 (ENSG00000102572) has sequence ADIWSLGITAIELARGEPPHSELHPMKVLFLIPKNNPPTLEGNYSKPLKEFVEACLNKEPSFRPTAKELLKHKFILRNAKKTSYLTELIDRYKRWKAEQSHDDSSSEDSDAETDGQASGGSDSGDWIFTIREKDPKNLENGALQPSDLDRNKLKEKSQACGGNLGSIEELRGAIYLAEEACPGISDTMVAQLVQRLQRYSLSGGGTSSH*MDSRAQLWGLALNKRRATLPHPGGSTNLKADPEELFTKLEKIGKGSFGEVFKGIDNRTQKVVAIKIIDLEEAEDEIEDIQQEITVLSQCD.... Result: 0 (the proteins do not interact). (4) Protein 1 (ENSG00000186001) has sequence MAAAGLVAVAAAAEYSGTVASGGNLPGVHCGPSSGAGPGFGPGSWSRSLDRALEEAAVTGVLSLSGRKLREFPRGAANHDLTDTTRADLSRNRLSEIPIEACHFVSLENLNLYQNCIRYIPEAILNLQALTFLNISRNQLSTLPVHLCNLPLKVLIASNNKLVSLPEEIGHLRHLMELDVSCNEIQTIPSQIGNLEALRDLNVRRNHLVHLPEELAELPLIRLDFSCNKITTIPVCYRNLRHLQTITLDNNPLQSPPAQICIKGKVHIFKYLNIQACKIAPDLPDYDRRPLGFGSCHEEL.... Protein 2 (ENSG00000106633) has sequence MPRAGMGASLRPGTGPHPDTGDRKQIYNILSTLGLRPSTTDCDIVRRACESVSTRAAHMCSAGLAGVINRMRESRSEDVMRITVGVDGSVYKLHPSFKERFHASVRRLTPSCEITFIESEEGSGRGAALVSAVACKKACMLGQ*MAMDVTRSQAQTALTLVEQILAEFQLQEEDLKKVMRRMQKEMDRGLRLETHEEASVKMLPTYVRSTPEGSEVGDFLSLDLGGTNFRVMLVKVGEGEEGQWSVKTKHQMYSIPEDAMTGTAEMLFDYISECISDFLDKHQMKHKKLPLGFTFSFPVR.... Result: 0 (the proteins do not interact). (5) Protein 1 (ENSG00000110651) has sequence MGVEGCTKCIKYLLFVFNFVFWLAGGVILGVALWLRHDPQTTNLLYLELGDKPAPNTFYVGIYILIAVGAVMMFVGFLGCYGAIQESQCLLGTFFTCLVILFACEVAAGIWGFVNKDQIAKDVKQFYDQALQQAVVDDDANNAKAVVKTFHETLDCCGSSTLTALTTSVLKNNLCPSGSNIISNLFKEDCHQKIDDLFSGKLYLIGIAAIVVAVIMIFEMILSMVLCCGIRNSSVY*MWCGWSFSWQPVHWVRSACGCSLTWVSWSLASSSSRSLLKVGELGMAPFVHARAGKTKAQLAG.... Protein 2 (ENSG00000187513) has sequence MGDWGFLEKLLDQVQEHSTVVGKIWLTVLFIFRILILGLAGESVWGDEQSDFECNTAQPGCTNVCYDQAFPISHIRYWVLQFLFVSTPTLVYLGHVIYLSRREERLRQKEGELRALPAKDPQVERALAAVERQMAKISVAEDGRLRIRGALMGTYVASVLCKSVLEAGFLYGQWRLYGWTMEPVFVCQRAPCPYLVDCFVSRPTEKTIFIIFMLVVGLISLVLNLLELVHLLCRCLSRGMRARQGQDAPPTQGTSSDPYTDQVFFYLPVGQGPSSPPCPTYNGLSSSEQNWANLTTEERL.... Result: 1 (the proteins interact). (6) Protein 1 (ENSG00000198668) has sequence MADQLTEEQIAEFKEAFSLFDKDGDGTITTKELGTVMRSLGQNPTEAELQDMINEVDADGNGTIDFPEFLTMMARKMKDTDSEEEIREAFRVFDKDGNGYISAAELRHVMTNLGEKLTDEEVDEMIREADIDGDGQVNYEEFVQMMTAK*MRSLGQNPTEAELQDMINEVDADGNGTIDFPEFLTMMARKMKDTDSEEEIREAFRVFDKDGNGYISAAELRHVMTNLGEKLTDEEVDEMIREADIDGDGQVNYEEFVQMMTAK*MRSLGQNPTEAELQDMINEVDADGNGTIDFPEFLTM.... Protein 2 (ENSG00000215695) has sequence MSSLPTSDGFNHPARSSGQSPDVGNPMSLARSVSASVCPIKPSDSDRIEPKAVKALKASAEFQLNSEKKEHLSLQDLSDHASSADHAPTDQSPAMPMQNSSEEITVAGNLEKSAERSTQGLKFHLHTRQEASLSVTSTRMHEPQMFLGEKDWHPENQNLSQVSDPQQHEEPGNEQYEVAQQKASHDQEYLCNIGDLELPEERQQNQHKIVDLEATMKGNGLPQNVDPPSAKKSIPSSECSGCSNSETFMEIDTAQQSLVTLLNSTGRQNANVKNIGALDLTLDNPLMEVETSKCNPSSEI.... Result: 0 (the proteins do not interact). (7) Protein 1 (ENSG00000125816) has sequence MSLSPKHTTPFSVSDILSPIEETYKKFSGAMDGAPPGLGAPLGAAAAYRAPPPGPSSQAATVAGMQPSHAMAGHNAAAAAAAAAAAAAAAATYHMPPGVSQFPHGAMGSYCNGGLGNMGELPAYTDGMRGGAATGWYGANPDPRYSSISRFMGPSAGVNVAGMGSLTGIADAAKSLGPLHAAAAAAAPRRKRRVLFSQAQVYELERRFKQQKYLSAPEREHLASMIHLTPTQVKIWFQNHRYKMKRQAKDKAAQQLQQEGGLGPPPPPPPSPRRVAVPVLVKDGKPCQNGASTPTPGQAG.... Protein 2 (ENSG00000131981) has sequence MADNFSLHDALSGSGNPNPQGWPGAWGNQPAGAGGYPGASYPGAYPGQAPPGAYPGQAPPGAYPGAPGAYPGAPAPGVYPGPPSGPGAYPSSGQPSATGAYPATGPYGAPAGPLIVPYNLPLPGGVVPRMLITILGTVKPNANRIALDFQRGNDVAFHFNPRFNENNRRVIVCNTKLDNNWGREERQSVFPFESGKPFKIQVLVEPDHFKVAVNDAHLLQYNHRVKKLNEISKLGISGDIDLTSASYTMI*MADNFSLHDALSGSGNPNPQGWPGAWGNQPAGAGGYPGASYPGAYPGQA.... Result: 0 (the proteins do not interact). (8) Protein 1 (ENSG00000105605) has sequence MSHCSSRALTLLSSVFGACGLLLVGIAVSTDYWLYMEEGTVLPQNQTTEVKMALHAGLWRVCFFAGREKGRCVASEYFLEPEINLVTENTENILKTVRTATPFPMVSLFLVFTAFVISNIGHIRPQRTILAFVSGIFFILSGLSLVVGLVLYISSINDEVMNRPSSSEQYFHYRYGWSFAFAASSFLLKEGAGVMSVYLFTKRYAEEEMYRPHPAFYRPRLSDCSDYSGQFLQPEAWRRGRSPSDISSDVSIQMTQNYPPAIKYPDHLHISTSPC*MSHCSSRALTLLSSVFGACGLLLV.... Protein 2 (ENSG00000143185) has sequence MRLLILALLGICSLTAYIVEGVGSEVSHRRTCVSLTTQRLPVSRIKTYTITEGSLRAVIFITKRGLKVCADPQATWVRDVVRSMDRKSNTRNNMIQTKPTGTQQSTNTAVTLTG*. Result: 0 (the proteins do not interact). (9) Protein 1 (ENSG00000114735) has sequence MELWGRMLWALLSGPGRRGSTRGWAFSSWQPQPPLAGLSSAIELVSHWTGVFEKRGIPEARESSEYIVAHVLGAKTFQSLRPALWTQPLTSQQLQCIRELSSRRLQRMPVQYILGEWDFQGLSLRMVPPVFIPRPETEELVEWVLEEVAQRSHAVGSPGSPLILEVGCGSGAISLSLLSQLPQSRVIAVDKREAAISLTHENAQRLRLQDRIWIIHLDMTSERSWTHLPWGPMDLIVSNPPYVFHQDMEQLAPEIRSYEDPAALDGGEEGMDIITHILALAPRLLKDSGSIFLEVDPRHP.... Protein 2 (ENSG00000163235) has sequence MVPSAGQLALFALGIVLAACQALENSTSPLSADPPVAAAVVSHFNDCPDSHTQFCFHGTCRFLVQEDKPACVCHSGYVGARCEHADLLAVVAASQKKQAITALVVVSIVALAVLIITCVLIHCCQVRKHCEWCRALICRHEKPSALLKGRTACCHSETVV*MVPSAGQLALFALGIVLAACQALENSTSPLSDPPVAAAVVSHFNDCPDSHTQFCFHGTCRFLVQEDKPACVCHSGYVGARCEHADLLAVVAASQKKQAITALVVVSIVALAVLIITCVLIHCCQVRKHCEWCRALICRH.... Result: 0 (the proteins do not interact). (10) Protein 1 (ENSG00000092199) has sequence MASNVTNKTDPRSMNSRVFIGNLNTLVVKKSDVEAIFSKYGKIVGCSVHKGFAFVQYVNERNARAAVAGEDGRMIAGQVLDINLAAEPKVNRGKAGVKRSAAEMYGSSFDLDYDFQRDYYDRMYSYPARVPPPPPIARAVVPSKRQRVSGNTSRRGKSGFNSKSGQRGSSKSGKLKGDDLQAIKKELTQIKQKVDSLLENLEKIEKEQSKQAVEMKNDKSEEEQSSSSVKKDETNVKMESEGGADDSAEEGDLLDDDDNEDRGDDQVKTTGKERKRWWRGAQGHMECL*MASNVTNKTDP.... Protein 2 (ENSG00000179172) has sequence MASNVTNKMDPHSMNSRVFIGNLNTLVVKKSDVEAIFSKYGKIAGCSVHKGFAFVQYDKEKNARAAVAGEDGRMIASQVVDINLAAEPKVNRGNAGVKRSAAEMYGSSFDLDYGFQRDYYDGMYSFPARVPPPPPIALAVVPSKRQRLSGNTSRRGKSGFNSKSGKRGSSKSGKLKGDDLQAIKQELTQIKQKVDSLLENLEKIEKEQSKQEVEVKNAKSEEEQSSSSMKKDETHVKMESEGGAEDSAEEGDPLDDDVNEDQGDDQLELIKDDEKEAEEGEDDRDSTNGQDDS*. Result: 1 (the proteins interact).